This data is from Full USPTO retrosynthesis dataset with 1.9M reactions from patents (1976-2016). The task is: Predict the reactants needed to synthesize the given product. (1) Given the product [C:11]([O:15][C:16]([N:18]1[C:26]2[C:21](=[CH:22][CH:23]=[CH:24][CH:25]=2)[CH:20]=[C:19]1[C:4]1[CH:3]=[C:2]([Cl:1])[N:7]=[N:6][C:5]=1[O:8][CH3:9])=[O:17])([CH3:14])([CH3:12])[CH3:13], predict the reactants needed to synthesize it. The reactants are: [Cl:1][C:2]1[N:7]=[N:6][C:5]([O:8][CH3:9])=[C:4](I)[CH:3]=1.[C:11]([O:15][C:16]([N:18]1[C:26]2[C:21](=[CH:22][CH:23]=[CH:24][CH:25]=2)[CH:20]=[C:19]1B(O)O)=[O:17])([CH3:14])([CH3:13])[CH3:12].C(=O)([O-])[O-].[K+].[K+].C1(P(C2C=CC=CC=2)C2C=CC=CC=2)C=CC=CC=1. (2) Given the product [Cl:5][C:6]1[C:15]2[N:16]=[C:17]([OH:23])[N:18]([CH2:19][CH2:20][CH2:21][Cl:2])[C:14]=2[C:13]2[CH:12]=[CH:11][CH:10]=[CH:9][C:8]=2[N:7]=1, predict the reactants needed to synthesize it. The reactants are: O(Cl)[Cl:2].[P+3].[Cl:5][C:6]1[C:15]2[N:16]=[C:17]([OH:23])[N:18]([CH2:19][CH2:20][CH2:21]O)[C:14]=2[C:13]2[CH:12]=[CH:11][CH:10]=[CH:9][C:8]=2[N:7]=1.O. (3) Given the product [C:1]1([C:7]2[C:15]([C:16]3[CH:21]=[CH:20][N:19]=[C:18]([NH:22][C:30](=[O:32])[CH3:31])[CH:17]=3)=[C:10]3[NH:11][CH2:12][CH2:13][CH2:14][N:9]3[N:8]=2)[CH:2]=[CH:3][CH:4]=[CH:5][CH:6]=1, predict the reactants needed to synthesize it. The reactants are: [C:1]1([C:7]2[C:15]([C:16]3[CH:21]=[CH:20][N:19]=[C:18]([NH2:22])[CH:17]=3)=[C:10]3[NH:11][CH2:12][CH2:13][CH2:14][N:9]3[N:8]=2)[CH:6]=[CH:5][CH:4]=[CH:3][CH:2]=1.C(N(CC)CC)C.[C:30](Cl)(=[O:32])[CH3:31].O. (4) Given the product [I:24][CH2:2][CH2:3][CH2:4][CH2:5][O:6][C:7]([S:9][CH2:10][C@@H:11]([CH3:22])[C:12]([N:14]1[CH2:21][CH2:20][CH2:19][C@H:15]1[C:16]([OH:18])=[O:17])=[O:13])=[O:8], predict the reactants needed to synthesize it. The reactants are: Cl[CH2:2][CH2:3][CH2:4][CH2:5][O:6][C:7]([S:9][CH2:10][C@@H:11]([CH3:22])[C:12]([N:14]1[CH2:21][CH2:20][CH2:19][C@H:15]1[C:16]([OH:18])=[O:17])=[O:13])=[O:8].[Na+].[I-:24]. (5) Given the product [O:17]1[C:26]2[CH:25]=[C:24]([CH2:27][N:28]([CH:36]3[CH2:41][CH2:40][N:39]([CH2:14][CH2:13][N:10]4[C:11]5[C:6](=[N:5][CH:4]=[C:3]([O:2][CH3:1])[CH:12]=5)[CH:7]=[CH:8][C:9]4=[O:16])[CH2:38][CH2:37]3)[C:29](=[O:35])[O:30][C:31]([CH3:34])([CH3:33])[CH3:32])[N:23]=[CH:22][C:21]=2[O:20][CH2:19][CH2:18]1, predict the reactants needed to synthesize it. The reactants are: [CH3:1][O:2][C:3]1[CH:12]=[C:11]2[C:6]([CH:7]=[CH:8][C:9](=[O:16])[N:10]2[CH2:13][CH:14]=O)=[N:5][CH:4]=1.[O:17]1[C:26]2[CH:25]=[C:24]([CH2:27][N:28]([CH:36]3[CH2:41][CH2:40][NH:39][CH2:38][CH2:37]3)[C:29](=[O:35])[O:30][C:31]([CH3:34])([CH3:33])[CH3:32])[N:23]=[CH:22][C:21]=2[O:20][CH2:19][CH2:18]1.C(O[BH-](OC(=O)C)OC(=O)C)(=O)C.[Na+].C(=O)([O-])O.[Na+].